This data is from Full USPTO retrosynthesis dataset with 1.9M reactions from patents (1976-2016). The task is: Predict the reactants needed to synthesize the given product. (1) The reactants are: C(N([P:8]([N:12]([CH:16]([CH3:18])[CH3:17])[CH:13]([CH3:15])[CH3:14])(Cl)([O-:10])[O-:9])C(C)C)(C)C.[CH3:19][O:20][C:21]1[CH:58]=[CH:57][C:24]([C:25]([O:40][CH2:41][C@H:42]2[O:46][C@@H:45]([N:47]3[CH:55]=[C:53]([CH3:54])[C:51](=[O:52])[NH:50][C:48]3=[O:49])[CH2:44][C@@H:43]2[OH:56])([C:34]2[CH:39]=[CH:38][CH:37]=[CH:36][CH:35]=2)[C:26]2[CH:31]=[CH:30][C:29]([O:32][CH3:33])=[CH:28][CH:27]=2)=[CH:23][CH:22]=1.C(N(C(C)C)C(C)C)C.[C:68]([O:71][C@@H:72]1[C@@H:84]([O:85][C:86](=[O:88])[CH3:87])[C@@H:83]([O:89][C:90](=[O:92])[CH3:91])[C@@H:82]([CH2:93][O:94][C:95](=[O:97])[CH3:96])[O:81][C@H:73]1[O:74][CH2:75][CH2:76][O:77][CH2:78][CH2:79]O)(=[O:70])[CH3:69].N1C=NN=N1. Given the product [CH3:19][O:20][C:21]1[CH:58]=[CH:57][C:24]([C:25]([O:40][CH2:41][C@H:42]2[O:46][C@@H:45]([N:47]3[CH:55]=[C:53]([CH3:54])[C:51](=[O:52])[NH:50][C:48]3=[O:49])[CH2:44][C@@H:43]2[O:56][P:8]([N:12]([CH:13]([CH3:14])[CH3:15])[CH:16]([CH3:17])[CH3:18])([O:9][CH2:79][CH2:78][O:77][CH2:76][CH2:75][O:74][C@@H:73]2[O:81][C@H:82]([CH2:93][O:94][C:95](=[O:97])[CH3:96])[C@H:83]([O:89][C:90](=[O:92])[CH3:91])[C@H:84]([O:85][C:86](=[O:88])[CH3:87])[C@H:72]2[O:71][C:68](=[O:70])[CH3:69])=[O:10])([C:34]2[CH:35]=[CH:36][CH:37]=[CH:38][CH:39]=2)[C:26]2[CH:31]=[CH:30][C:29]([O:32][CH3:33])=[CH:28][CH:27]=2)=[CH:23][CH:22]=1, predict the reactants needed to synthesize it. (2) Given the product [CH2:1]([C:3]1[CH:23]=[CH:22][C:6]([O:7][C:8]2[CH:13]=[CH:12][C:11]([NH:14][C:18](=[O:19])[CH2:17][CH2:16][C:15]([N:26]3[CH2:31][CH2:30][O:29][CH2:28][CH2:27]3)=[O:20])=[CH:10][C:9]=2[F:21])=[C:5]([O:24][CH3:25])[CH:4]=1)[CH3:2], predict the reactants needed to synthesize it. The reactants are: [CH2:1]([C:3]1[CH:23]=[CH:22][C:6]([O:7][C:8]2[CH:13]=[CH:12][C:11]([N:14]3[C:18](=[O:19])[CH2:17][CH2:16][C:15]3=[O:20])=[CH:10][C:9]=2[F:21])=[C:5]([O:24][CH3:25])[CH:4]=1)[CH3:2].[NH:26]1[CH2:31][CH2:30][O:29][CH2:28][CH2:27]1. (3) Given the product [NH2:35][C:34]1[C:25]([C:23]([NH:22][C:17]2[CH:18]=[N:19][CH:20]=[CH:21][C:16]=2[N:11]2[CH2:12][C@H:13]([CH3:15])[CH2:14][C@H:9]([NH:8][C:6](=[O:7])[O:5][C:1]([CH3:4])([CH3:3])[CH3:2])[CH2:10]2)=[O:24])=[N:26][C:27]2[C:32]([CH:33]=1)=[CH:31][CH:30]=[C:29]([CH:46]1[CH2:51][CH2:50][O:49][CH2:48][CH2:47]1)[CH:28]=2, predict the reactants needed to synthesize it. The reactants are: [C:1]([O:5][C:6]([NH:8][C@H:9]1[CH2:14][C@@H:13]([CH3:15])[CH2:12][N:11]([C:16]2[CH:21]=[CH:20][N:19]=[CH:18][C:17]=2[NH:22][C:23]([C:25]2[C:34]([NH:35]C(=O)OCC3C=CC=CC=3)=[CH:33][C:32]3[C:27](=[CH:28][C:29]([C:46]4[CH2:47][CH2:48][O:49][CH2:50][CH:51]=4)=[CH:30][CH:31]=3)[N:26]=2)=[O:24])[CH2:10]1)=[O:7])([CH3:4])([CH3:3])[CH3:2].[H][H]. (4) Given the product [F:22][C:19]([F:20])([F:21])[C:17]1[CH:18]=[C:13]([C:10]([CH3:12])([CH3:11])[C:9]([N:8]([CH3:28])[C:5]2[C:4]([C:29]3[CH:34]=[CH:33][CH:32]=[CH:31][C:30]=3[CH3:35])=[CH:3][C:2]([NH:1][C:45]([CH:42]3[CH2:44][CH2:43]3)=[O:46])=[N:7][CH:6]=2)=[O:27])[CH:14]=[C:15]([C:23]([F:26])([F:24])[F:25])[CH:16]=1, predict the reactants needed to synthesize it. The reactants are: [NH2:1][C:2]1[N:7]=[CH:6][C:5]([N:8]([CH3:28])[C:9](=[O:27])[C:10]([C:13]2[CH:18]=[C:17]([C:19]([F:22])([F:21])[F:20])[CH:16]=[C:15]([C:23]([F:26])([F:25])[F:24])[CH:14]=2)([CH3:12])[CH3:11])=[C:4]([C:29]2[CH:34]=[CH:33][CH:32]=[CH:31][C:30]=2[CH3:35])[CH:3]=1.N1C=CC=CC=1.[CH:42]1([C:45](Cl)=[O:46])[CH2:44][CH2:43]1. (5) Given the product [Cl:10][CH2:11][CH2:12][CH2:13][CH2:14][O:1][C:2]1[CH:3]=[N:4][CH:5]=[CH:6][CH:7]=1, predict the reactants needed to synthesize it. The reactants are: [OH:1][C:2]1[CH:3]=[N:4][CH:5]=[CH:6][CH:7]=1.[H-].[Na+].[Cl:10][CH2:11][CH2:12][CH2:13][CH2:14]I.[Na+].[Cl-].